This data is from Full USPTO retrosynthesis dataset with 1.9M reactions from patents (1976-2016). The task is: Predict the reactants needed to synthesize the given product. (1) Given the product [Cl:3][C:4]1[CH:5]=[CH:6][C:7]2[N:8]([C:10]([I:1])=[C:11]([C:13]3[CH:14]=[CH:15][C:16]([F:19])=[CH:17][CH:18]=3)[N:12]=2)[N:9]=1, predict the reactants needed to synthesize it. The reactants are: [I:1]Cl.[Cl:3][C:4]1[CH:5]=[CH:6][C:7]2[N:8]([CH:10]=[C:11]([C:13]3[CH:18]=[CH:17][C:16]([F:19])=[CH:15][CH:14]=3)[N:12]=2)[N:9]=1.S([O-])([O-])(=O)=S.[Na+].[Na+]. (2) The reactants are: [CH:1]1([C:5](Cl)=[O:6])[CH2:4][CH2:3][CH2:2]1.[C:8]([O:12][C:13](=[O:19])[NH:14][CH2:15][CH2:16][CH2:17][NH2:18])([CH3:11])([CH3:10])[CH3:9]. Given the product [C:8]([O:12][C:13](=[O:19])[NH:14][CH2:15][CH2:16][CH2:17][NH:18][C:5]([CH:1]1[CH2:4][CH2:3][CH2:2]1)=[O:6])([CH3:11])([CH3:9])[CH3:10], predict the reactants needed to synthesize it. (3) The reactants are: [CH3:1][O:2][C:3](=[O:15])[CH2:4][NH:5][CH2:6][C:7]1[CH:12]=[CH:11][C:10]([O:13][CH3:14])=[CH:9][CH:8]=1.C(N(CC)CC)C.[Cl:23][CH2:24][CH2:25][CH2:26][O:27][C:28]1[CH:33]=[CH:32][C:31]([S:34](Cl)(=[O:36])=[O:35])=[CH:30][CH:29]=1.Cl. Given the product [CH3:1][O:2][C:3](=[O:15])[CH2:4][N:5]([S:34]([C:31]1[CH:30]=[CH:29][C:28]([O:27][CH2:26][CH2:25][CH2:24][Cl:23])=[CH:33][CH:32]=1)(=[O:35])=[O:36])[CH2:6][C:7]1[CH:8]=[CH:9][C:10]([O:13][CH3:14])=[CH:11][CH:12]=1, predict the reactants needed to synthesize it. (4) Given the product [CH3:14][N:7]([C:8]1[CH:9]=[N:10][CH:11]=[CH:12][CH:13]=1)[C:5]([C:4]1[CH:3]=[N:27][N:26]([C:21]2[C:20]([CH3:19])=[CH:25][CH:24]=[CH:23][N:22]=2)[C:15]=1[CH3:16])=[O:6], predict the reactants needed to synthesize it. The reactants are: CN(C)[CH:3]=[C:4]([C:15](=O)[CH3:16])[C:5]([N:7]([CH3:14])[C:8]1[CH:9]=[N:10][CH:11]=[CH:12][CH:13]=1)=[O:6].[CH3:19][C:20]1[C:21]([NH:26][NH2:27])=[N:22][CH:23]=[CH:24][CH:25]=1. (5) Given the product [C:1]([O:5][C:6]([NH:8][C@H:9]1[CH2:14][CH2:13][C@@H:12]([CH2:15][OH:16])[CH2:11][C@@H:10]1[NH:34][C:35]([C:37]1[S:38][C:39]2[CH2:40][N:41]([CH3:46])[CH2:42][CH2:43][C:44]=2[N:45]=1)=[O:36])=[O:7])([CH3:4])([CH3:3])[CH3:2], predict the reactants needed to synthesize it. The reactants are: [C:1]([O:5][C:6]([NH:8][C@H:9]1[CH2:14][CH2:13][C@@H:12]([CH2:15][O:16][Si](C(C)(C)C)(C2C=CC=CC=2)C2C=CC=CC=2)[CH2:11][C@@H:10]1[NH:34][C:35]([C:37]1[S:38][C:39]2[CH2:40][N:41]([CH3:46])[CH2:42][CH2:43][C:44]=2[N:45]=1)=[O:36])=[O:7])([CH3:4])([CH3:3])[CH3:2].[F-].C([N+](CCCC)(CCCC)CCCC)CCC. (6) The reactants are: [C:1](Cl)(=[O:3])[CH3:2].[CH2:5]([O:7][C:8](=[O:40])[C:9]1[C:14]([NH2:15])=[CH:13][CH:12]=[C:11]([C:16]2[CH2:20][CH2:19][CH2:18][C:17]=2[C:21]2[CH:26]=[C:25]([C:27]([F:30])([F:29])[F:28])[CH:24]=[CH:23][C:22]=2[O:31][CH2:32][C:33]2[CH:38]=[CH:37][C:36]([F:39])=[CH:35][CH:34]=2)[CH:10]=1)[CH3:6]. Given the product [CH2:5]([O:7][C:8](=[O:40])[C:9]1[C:14]([NH:15][C:1](=[O:3])[CH3:2])=[CH:13][CH:12]=[C:11]([C:16]2[CH2:20][CH2:19][CH2:18][C:17]=2[C:21]2[CH:26]=[C:25]([C:27]([F:30])([F:29])[F:28])[CH:24]=[CH:23][C:22]=2[O:31][CH2:32][C:33]2[CH:34]=[CH:35][C:36]([F:39])=[CH:37][CH:38]=2)[CH:10]=1)[CH3:6], predict the reactants needed to synthesize it.